This data is from Catalyst prediction with 721,799 reactions and 888 catalyst types from USPTO. The task is: Predict which catalyst facilitates the given reaction. Reactant: [F:1][C:2]1[CH:23]=[C:22]([F:24])[CH:21]=[CH:20][C:3]=1[O:4][C:5]([C:10]1[CH:15]=[CH:14][C:13]([S:16]([CH3:19])(=[O:18])=[O:17])=[CH:12][CH:11]=1)([CH3:9])[C:6](O)=[O:7].[NH2:25][C:26]1[S:27][CH:28]=[CH:29][N:30]=1.CCN=C=NCCCN(C)C.C(N(CC)CC)C. Product: [F:1][C:2]1[CH:23]=[C:22]([F:24])[CH:21]=[CH:20][C:3]=1[O:4][C:5]([C:10]1[CH:11]=[CH:12][C:13]([S:16]([CH3:19])(=[O:18])=[O:17])=[CH:14][CH:15]=1)([CH3:9])[C:6]([NH:25][C:26]1[S:27][CH:28]=[CH:29][N:30]=1)=[O:7]. The catalyst class is: 2.